Dataset: Forward reaction prediction with 1.9M reactions from USPTO patents (1976-2016). Task: Predict the product of the given reaction. (1) Given the reactants C1(P(C2C=CC=CC=2)C2C=CC=CC=2)C=CC=CC=1.CC(OC(/N=N/C(OC(C)C)=O)=O)C.[C:34]([OH:42])(=[S:41])[C:35]1[CH:40]=[CH:39][CH:38]=[CH:37][CH:36]=1.[CH3:43][C:44]1[CH:49]=[CH:48][N:47]=[C:46]([NH:50][CH2:51][CH2:52]O)[CH:45]=1, predict the reaction product. The product is: [C:35]1([C:34](=[O:42])[S:41][CH2:52][CH2:51][NH:50][C:46]2[CH:45]=[C:44]([CH3:43])[CH:49]=[CH:48][N:47]=2)[CH:40]=[CH:39][CH:38]=[CH:37][CH:36]=1. (2) Given the reactants [CH2:1]([O:8][C:9]1[CH:18]=[C:17]2[C:12]([C:13](=[S:19])[CH:14]=[CH:15][NH:16]2)=[CH:11][C:10]=1[O:20][CH3:21])[C:2]1[CH:7]=[CH:6][CH:5]=[CH:4][CH:3]=1.Br[C:23]1[S:24][C:25]([N+:28]([O-:30])=[O:29])=[CH:26][CH:27]=1.C(=O)([O-])[O-].[K+].[K+].CN(C)C=O, predict the reaction product. The product is: [CH2:1]([O:8][C:9]1[CH:18]=[C:17]2[C:12]([C:13]([S:19][C:23]3[S:24][C:25]([N+:28]([O-:30])=[O:29])=[CH:26][CH:27]=3)=[CH:14][CH:15]=[N:16]2)=[CH:11][C:10]=1[O:20][CH3:21])[C:2]1[CH:3]=[CH:4][CH:5]=[CH:6][CH:7]=1. (3) Given the reactants [Br:1][C:2]1[C:3](Cl)=[N:4][C:5]([Cl:8])=[N:6][CH:7]=1.[NH2:10][C:11]1[CH:16]=[CH:15][CH:14]=[CH:13][CH:12]=1.C(N(CC)C(C)C)(C)C, predict the reaction product. The product is: [NH:10]([C:3]1[C:2]([Br:1])=[CH:7][N:6]=[C:5]([Cl:8])[N:4]=1)[C:11]1[CH:16]=[CH:15][CH:14]=[CH:13][CH:12]=1. (4) Given the reactants [F:1][C:2]([F:18])([F:17])[O:3][C:4]1[CH:16]=[CH:15][C:7]2[N:8]=[C:9]([N:11]=[C:12]([NH2:14])[CH3:13])[S:10][C:6]=2[CH:5]=1.[ClH:19].C(OCC)C.C(OCC)C.Cl, predict the reaction product. The product is: [ClH:19].[F:18][C:2]([F:1])([F:17])[O:3][C:4]1[CH:16]=[CH:15][C:7]2[N:8]=[C:9]([N:11]=[C:12]([NH2:14])[CH3:13])[S:10][C:6]=2[CH:5]=1. (5) The product is: [NH2:1][C:2]1[C:3]([C:9]([NH:11][CH3:12])=[O:10])=[N:4][C:5]([C:20]2[CH:21]=[N:22][N:23]([CH2:25][CH2:26][CH2:27][CH2:28][OH:29])[CH:24]=2)=[CH:6][CH:7]=1. Given the reactants [NH2:1][C:2]1[C:3]([C:9]([NH:11][CH3:12])=[O:10])=[N:4][C:5](Br)=[CH:6][CH:7]=1.NC1C(C(OCC)=O)=NC([C:20]2[CH:21]=[N:22][N:23]([CH2:25][CH2:26][CH2:27][CH2:28][OH:29])[CH:24]=2)=CC=1, predict the reaction product. (6) Given the reactants C([O:3][C:4](=[O:31])[CH2:5][S:6][C:7]1[N:8]([C:24]2[CH:29]=[CH:28][C:27]([F:30])=[CH:26][CH:25]=2)[C:9](=[O:23])[C:10]2[C:15]([C:16]3[CH:21]=[CH:20][C:19]([F:22])=[CH:18][CH:17]=3)=[CH:14][S:13][C:11]=2[N:12]=1)C.[OH-].[Na+].Cl, predict the reaction product. The product is: [F:30][C:27]1[CH:28]=[CH:29][C:24]([N:8]2[C:9](=[O:23])[C:10]3[C:15]([C:16]4[CH:21]=[CH:20][C:19]([F:22])=[CH:18][CH:17]=4)=[CH:14][S:13][C:11]=3[N:12]=[C:7]2[S:6][CH2:5][C:4]([OH:31])=[O:3])=[CH:25][CH:26]=1. (7) Given the reactants [F:1][C:2]1[CH:7]=[CH:6][C:5]([C:8]2[O:9][C:10]3[CH:20]=[CH:19][C:18]([C:21]4[CH:22]=[C:23]([CH:27]=[CH:28][C:29]=4[CH3:30])[C:24](O)=[O:25])=[CH:17][C:11]=3[C:12]=2[C:13](=[O:16])[NH:14][CH3:15])=[CH:4][CH:3]=1.[CH3:31][C:32]1[O:36][CH:35]=[N:34][C:33]=1[C:37]1([NH2:40])[CH2:39][CH2:38]1.CCN=C=NCCCN(C)C.Cl.C1C=CC2N(O)N=NC=2C=1, predict the reaction product. The product is: [F:1][C:2]1[CH:3]=[CH:4][C:5]([C:8]2[O:9][C:10]3[CH:20]=[CH:19][C:18]([C:21]4[CH:22]=[C:23]([C:24](=[O:25])[NH:40][C:37]5([C:33]6[N:34]=[CH:35][O:36][C:32]=6[CH3:31])[CH2:39][CH2:38]5)[CH:27]=[CH:28][C:29]=4[CH3:30])=[CH:17][C:11]=3[C:12]=2[C:13]([NH:14][CH3:15])=[O:16])=[CH:6][CH:7]=1. (8) Given the reactants [CH3:1][O:2][C:3]1[C:8]([N+:9]([O-])=O)=[C:7]([NH:12][C:13]([C:15]2[N:16]([CH3:25])[N:17]=[C:18]([C:21]([CH3:24])([CH3:23])[CH3:22])[C:19]=2[Cl:20])=O)[CH:6]=[C:5]([C:26]2[CH:31]=[CH:30][CH:29]=[CH:28][C:27]=2[C:32]([F:35])([F:34])[F:33])[N:4]=1, predict the reaction product. The product is: [C:21]([C:18]1[C:19]([Cl:20])=[C:15]([C:13]2[NH:9][C:8]3[C:3]([O:2][CH3:1])=[N:4][C:5]([C:26]4[CH:31]=[CH:30][CH:29]=[CH:28][C:27]=4[C:32]([F:35])([F:34])[F:33])=[CH:6][C:7]=3[N:12]=2)[N:16]([CH3:25])[N:17]=1)([CH3:24])([CH3:23])[CH3:22].